Dataset: Forward reaction prediction with 1.9M reactions from USPTO patents (1976-2016). Task: Predict the product of the given reaction. (1) Given the reactants [Br:1][C:2]1[C:3]([CH:9]([OH:15])[C:10]([O:12][CH2:13][CH3:14])=[O:11])=[C:4]([CH3:8])[S:5][C:6]=1[CH3:7].Cl(O)(=O)(=O)=O.C(=O)(O)[O-].[Na+], predict the reaction product. The product is: [Br:1][C:2]1[C:3]([CH:9]([O:15][C:3]([CH3:9])([CH3:4])[CH3:2])[C:10]([O:12][CH2:13][CH3:14])=[O:11])=[C:4]([CH3:8])[S:5][C:6]=1[CH3:7]. (2) Given the reactants C(O[CH2:5]/[CH:6]=[CH:7]\[CH2:8][C@H:9]([NH:14][C:15]([O:17][C:18]([CH3:21])([CH3:20])[CH3:19])=[O:16])[C:10]([O:12][CH3:13])=[O:11])(=O)C, predict the reaction product. The product is: [C:10]([O:12][CH2:13]/[CH:5]=[CH:6]\[CH2:7][CH2:8][C@H:9]([NH:14][C:15]([O:17][C:18]([CH3:19])([CH3:20])[CH3:21])=[O:16])[C:10]([O:12][CH3:13])=[O:11])(=[O:11])[CH3:9].[C:18]([O:17][C:15]([NH:14][C@@H:9]([CH2:8][CH2:7][CH:6]=[CH2:5])[C:10]([O:12][CH3:13])=[O:11])=[O:16])([CH3:21])([CH3:20])[CH3:19].